This data is from Full USPTO retrosynthesis dataset with 1.9M reactions from patents (1976-2016). The task is: Predict the reactants needed to synthesize the given product. (1) Given the product [Br:13][C:5]1[CH:6]=[CH:7][C:2]([OH:1])=[C:3]([S:8][C:9]([F:12])([F:10])[F:11])[CH:4]=1, predict the reactants needed to synthesize it. The reactants are: [OH:1][C:2]1[CH:7]=[CH:6][CH:5]=[CH:4][C:3]=1[S:8][C:9]([F:12])([F:11])[F:10].[Br:13]Br. (2) The reactants are: [CH3:1][N:2]([CH3:24])[CH2:3][CH2:4][O:5][C:6]1[CH:23]=[CH:22][C:9]2[N:10](COC)[C:11](=[O:18])[C:12]3[CH2:13][CH2:14][CH2:15][NH:16][C:17]=3[C:8]=2[CH:7]=1.[ClH:25]. Given the product [ClH:25].[CH3:1][N:2]([CH3:24])[CH2:3][CH2:4][O:5][C:6]1[CH:23]=[CH:22][C:9]2[NH:10][C:11](=[O:18])[C:12]3[CH2:13][CH2:14][CH2:15][NH:16][C:17]=3[C:8]=2[CH:7]=1, predict the reactants needed to synthesize it. (3) Given the product [C@@H:1]([N:5]1[C:13]2[CH:12]=[C:11]([NH:21][C:22]3[CH:27]=[CH:26][N:25]=[C:24]([N:28]4[CH2:33][CH2:32][C@:31]([CH3:35])([OH:34])[C@H:30]([F:36])[CH2:29]4)[N:23]=3)[N:10]=[CH:9][C:8]=2[C:7]([N:15]2[CH2:19][CH2:18][C@@H:17]([OH:20])[CH2:16]2)=[N:6]1)([CH2:3][CH3:4])[CH3:2], predict the reactants needed to synthesize it. The reactants are: [C@@H:1]([N:5]1[C:13]2[CH:12]=[C:11](Cl)[N:10]=[CH:9][C:8]=2[C:7]([N:15]2[CH2:19][CH2:18][C@@H:17]([OH:20])[CH2:16]2)=[N:6]1)([CH2:3][CH3:4])[CH3:2].[NH2:21][C:22]1[CH:27]=[CH:26][N:25]=[C:24]([N:28]2[CH2:33][CH2:32][C@:31]([CH3:35])([OH:34])[C@H:30]([F:36])[CH2:29]2)[N:23]=1. (4) Given the product [Cl:31][C:13]1[CH:14]=[C:15]2[C:20](=[CH:21][C:12]=1[CH2:11][O:7][C:1]1[CH:6]=[CH:5][CH:4]=[CH:3][CH:2]=1)[O:19][CH:18]([C:22]([F:25])([F:24])[F:23])[C:17]([C:26]([O:28][CH2:29][CH3:30])=[O:27])=[CH:16]2, predict the reactants needed to synthesize it. The reactants are: [C:1]1([OH:7])[CH:6]=[CH:5][CH:4]=[CH:3][CH:2]=1.[H-].[Na+].Br[CH2:11][C:12]1[CH:21]=[C:20]2[C:15]([CH:16]=[C:17]([C:26]([O:28][CH2:29][CH3:30])=[O:27])[CH:18]([C:22]([F:25])([F:24])[F:23])[O:19]2)=[CH:14][C:13]=1[Cl:31]. (5) The reactants are: [S:1]1[CH:5]=[CH:4][CH:3]=[C:2]1[C:6]([C:8]1[CH:9]=[N:10][N:11]2[C:16]([C:17]3[CH:18]=[C:19]([C:23]4[CH:28]=[CH:27][C:26]([CH:29]=O)=[CH:25][CH:24]=4)[CH:20]=[CH:21][CH:22]=3)=[CH:15][CH:14]=[N:13][C:12]=12)=[O:7].[CH3:31][N:32]1[CH2:37][CH2:36][NH:35][CH2:34][CH2:33]1. Given the product [CH3:31][N:32]1[CH2:37][CH2:36][N:35]([CH2:29][C:26]2[CH:25]=[CH:24][C:23]([C:19]3[CH:20]=[CH:21][CH:22]=[C:17]([C:16]4[N:11]5[N:10]=[CH:9][C:8]([C:6]([C:2]6[S:1][CH:5]=[CH:4][CH:3]=6)=[O:7])=[C:12]5[N:13]=[CH:14][CH:15]=4)[CH:18]=3)=[CH:28][CH:27]=2)[CH2:34][CH2:33]1, predict the reactants needed to synthesize it. (6) Given the product [CH3:1][O:2][C:3]1[CH:4]=[CH:5][C:6]([C@@H:9]2[C@@H:14]([O:15][CH2:16][C:17]3[CH:18]=[CH:19][C:20]4[O:25][CH2:24][CH2:23][N:22]([CH2:26][CH2:27][CH2:28][O:29][CH3:30])[C:21]=4[CH:31]=3)[CH2:13][N:12]([S:32]([C:35]3[CH:40]=[CH:39][C:38]([CH3:41])=[CH:37][CH:36]=3)(=[O:33])=[O:34])[C@H:11]([CH2:42][C@H:43]([NH:45][C:53]3[CH:58]=[CH:57][CH:56]=[CH:55][N:54]=3)[CH3:44])[CH2:10]2)=[CH:7][CH:8]=1, predict the reactants needed to synthesize it. The reactants are: [CH3:1][O:2][C:3]1[CH:8]=[CH:7][C:6]([C@@H:9]2[C@@H:14]([O:15][CH2:16][C:17]3[CH:18]=[CH:19][C:20]4[O:25][CH2:24][CH2:23][N:22]([CH2:26][CH2:27][CH2:28][O:29][CH3:30])[C:21]=4[CH:31]=3)[CH2:13][N:12]([S:32]([C:35]3[CH:40]=[CH:39][C:38]([CH3:41])=[CH:37][CH:36]=3)(=[O:34])=[O:33])[C@H:11]([CH2:42][C@H:43]([NH2:45])[CH3:44])[CH2:10]2)=[CH:5][CH:4]=1.CC(C)([O-])C.[Na+].Cl[C:53]1[CH:58]=[CH:57][CH:56]=[CH:55][N:54]=1.C1(P(C2C=CC=CC=2)CCCP(C2C=CC=CC=2)C2C=CC=CC=2)C=CC=CC=1. (7) Given the product [O:1]1[CH2:3][C@@H:2]1[CH2:4][O:5][C:7]1[CH:12]=[CH:11][CH:10]=[CH:9][C:8]=1[NH:13][C:14]([NH2:16])=[O:15], predict the reactants needed to synthesize it. The reactants are: [O:1]1[CH2:3][C@@H:2]1[CH2:4][OH:5].O[C:7]1[CH:12]=[CH:11][CH:10]=[CH:9][C:8]=1[NH:13][C:14]([NH2:16])=[O:15].C1(P(C2C=CC=CC=2)C2C=CC=CC=2)C=CC=CC=1.CCOC(/N=N/C(OCC)=O)=O. (8) Given the product [O:1]=[C:2]1[NH:10][C:5]2=[N:6][CH:7]=[CH:8][CH:9]=[C:4]2[N:3]1[CH:11]1[CH2:16][CH2:15][N:14]([C:17]([O:19][C@H:20]2[C:26]3[N:27]=[C:28]([C:30]([F:31])([F:32])[F:33])[S:29][C:25]=3[C@@H:24]([NH2:34])[C@H:23]([C:42]3[CH:47]=[CH:46][CH:45]=[C:44]([F:48])[C:43]=3[F:49])[CH2:22][CH2:21]2)=[O:18])[CH2:13][CH2:12]1, predict the reactants needed to synthesize it. The reactants are: [O:1]=[C:2]1[NH:10][C:5]2=[N:6][CH:7]=[CH:8][CH:9]=[C:4]2[N:3]1[CH:11]1[CH2:16][CH2:15][N:14]([C:17]([O:19][C@H:20]2[C:26]3[N:27]=[C:28]([C:30]([F:33])([F:32])[F:31])[S:29][C:25]=3[C@@H:24]([NH:34]C(OC(C)(C)C)=O)[C@H:23]([C:42]3[CH:47]=[CH:46][CH:45]=[C:44]([F:48])[C:43]=3[F:49])[CH2:22][CH2:21]2)=[O:18])[CH2:13][CH2:12]1.FC(F)(F)C(O)=O. (9) Given the product [C:1]([O:5][C:6]([NH:8][C:9]1([C:54]([OH:56])=[O:55])[CH2:11][CH:10]1/[CH:12]=[CH:13]/[C:14]1[C:15]([CH3:53])([CH3:52])[C@H:16]2[C@:29]([CH3:32])([CH2:30][CH:31]=1)[C@@H:28]1[C@:19]([CH3:51])([C@@:20]3([CH3:50])[C@H:25]([CH2:26][CH2:27]1)[C@H:24]1[C@H:33]([C:36]([CH3:38])=[CH2:37])[CH2:34][CH2:35][C@:23]1([NH:39][CH2:40][CH2:41][N:42]1[CH2:47][CH2:46][S:45](=[O:49])(=[O:48])[CH2:44][CH2:43]1)[CH2:22][CH2:21]3)[CH2:18][CH2:17]2)=[O:7])([CH3:2])([CH3:3])[CH3:4], predict the reactants needed to synthesize it. The reactants are: [C:1]([O:5][C:6]([NH:8][C:9]1([C:54]([O:56]CC)=[O:55])[CH2:11][CH:10]1/[CH:12]=[CH:13]/[C:14]1[C:15]([CH3:53])([CH3:52])[C@H:16]2[C@:29]([CH3:32])([CH2:30][CH:31]=1)[C@@H:28]1[C@:19]([CH3:51])([C@@:20]3([CH3:50])[C@H:25]([CH2:26][CH2:27]1)[C@H:24]1[C@H:33]([C:36]([CH3:38])=[CH2:37])[CH2:34][CH2:35][C@:23]1([NH:39][CH2:40][CH2:41][N:42]1[CH2:47][CH2:46][S:45](=[O:49])(=[O:48])[CH2:44][CH2:43]1)[CH2:22][CH2:21]3)[CH2:18][CH2:17]2)=[O:7])([CH3:4])([CH3:3])[CH3:2].[OH-].[Na+]. (10) The reactants are: [Cl:1][C:2]1[N:11]=[C:10]([NH:12][C:13]2[CH:18]=[CH:17][C:16]([O:19][CH3:20])=[CH:15][CH:14]=2)[C:9]2[C:4](=[CH:5][CH:6]=[CH:7][CH:8]=2)[N:3]=1.[CH2:21](I)[CH3:22]. Given the product [Cl:1][C:2]1[N:11]=[C:10]([N:12]([CH2:21][CH3:22])[C:13]2[CH:18]=[CH:17][C:16]([O:19][CH3:20])=[CH:15][CH:14]=2)[C:9]2[C:4](=[CH:5][CH:6]=[CH:7][CH:8]=2)[N:3]=1, predict the reactants needed to synthesize it.